Dataset: Catalyst prediction with 721,799 reactions and 888 catalyst types from USPTO. Task: Predict which catalyst facilitates the given reaction. Reactant: [CH2:1]([O:8][C:9]1[CH:17]=[C:16]2[C:12]([CH2:13][CH2:14][CH:15]2O)=[CH:11][CH:10]=1)[C:2]1[CH:7]=[CH:6][CH:5]=[CH:4][CH:3]=1.CC1C=CC(S(O)(=O)=O)=CC=1. Product: [CH2:1]([O:8][C:9]1[CH:17]=[C:16]2[C:12](=[CH:11][CH:10]=1)[CH2:13][CH:14]=[CH:15]2)[C:2]1[CH:3]=[CH:4][CH:5]=[CH:6][CH:7]=1. The catalyst class is: 11.